Dataset: Forward reaction prediction with 1.9M reactions from USPTO patents (1976-2016). Task: Predict the product of the given reaction. (1) Given the reactants [Mg].Br[C:3]1[CH:11]=[CH:10][C:6]2[O:7][CH2:8][O:9][C:5]=2[CH:4]=1.[CH2:12]([N:19]1[CH2:24][CH2:23][C:22](=[O:25])[CH2:21][CH2:20]1)[C:13]1[CH:18]=[CH:17][CH:16]=[CH:15][CH:14]=1.[Cl-].[NH4+], predict the reaction product. The product is: [O:7]1[C:6]2[CH:10]=[CH:11][C:3]([C:22]3([OH:25])[CH2:23][CH2:24][N:19]([CH2:12][C:13]4[CH:18]=[CH:17][CH:16]=[CH:15][CH:14]=4)[CH2:20][CH2:21]3)=[CH:4][C:5]=2[O:9][CH2:8]1. (2) Given the reactants [Na+:1].[Na+].[NH2:3][C:4]1[C:13]2[C:8](=[CH:9][C:10]([S:14]([O-:17])(=[O:16])=[O:15])=[CH:11][CH:12]=2)[CH:7]=[C:6]([S:18]([O-:21])(=[O:20])=[O:19])[C:5]=1[OH:22].[N:23]1[C:32]2[C:27](=[CH:28][CH:29]=[CH:30][CH:31]=2)[C:26]([C:33](O)=O)=[CH:25][CH:24]=1.C[Si](OP(=O)=O)(C)C.[OH-:44].[Na+], predict the reaction product. The product is: [Na+:1].[C:5]([CH2:4][CH2:13][CH2:12][CH2:11][CH2:10][N+:23]1[C:32]2[C:27](=[CH:28][CH:29]=[CH:30][CH:31]=2)[C:26]([C:33]2[O:22][C:5]3[C:6]([S:18]([O-:21])(=[O:20])=[O:19])=[CH:7][C:8]4[C:13](=[CH:12][CH:11]=[C:10]([S:14]([O-:17])(=[O:16])=[O:15])[CH:9]=4)[C:4]=3[N:3]=2)=[CH:25][CH:24]=1)([OH:22])=[O:44]. (3) Given the reactants [N:1]1[S:2][N:3]=[C:4]2[CH:9]=[C:8]([NH:10][C:11]3[N:18]=[CH:17][CH:16]=[CH:15][C:12]=3[CH:13]=O)[CH:7]=[CH:6][C:5]=12.[N:19]1[CH:24]=[CH:23][CH:22]=[C:21]([CH2:25][CH2:26][CH2:27][CH2:28][C:29](OCC)=[O:30])[CH:20]=1.[Li+].CC([N-]C(C)C)C, predict the reaction product. The product is: [N:1]1[S:2][N:3]=[C:4]2[CH:9]=[C:8]([N:10]3[C:11]4[C:12](=[CH:15][CH:16]=[CH:17][N:18]=4)[CH:13]=[C:28]([CH2:27][CH2:26][CH2:25][C:21]4[CH:20]=[N:19][CH:24]=[CH:23][CH:22]=4)[C:29]3=[O:30])[CH:7]=[CH:6][C:5]=12. (4) Given the reactants [N+:1]([C:4]1[C:5]([CH:15]=O)=[N:6][N:7]([CH:9]2[CH2:14][CH2:13][CH2:12][CH2:11][O:10]2)[CH:8]=1)([O-:3])=[O:2].[CH3:17][N:18]([CH3:32])[CH2:19][CH2:20][CH2:21][O:22][C:23]1[CH:24]=[C:25]([NH2:31])[C:26]([NH2:30])=[CH:27][C:28]=1[F:29], predict the reaction product. The product is: [F:29][C:28]1[C:23]([O:22][CH2:21][CH2:20][CH2:19][N:18]([CH3:17])[CH3:32])=[CH:24][C:25]2[NH:31][C:15]([C:5]3[C:4]([N+:1]([O-:3])=[O:2])=[CH:8][N:7]([CH:9]4[CH2:14][CH2:13][CH2:12][CH2:11][O:10]4)[N:6]=3)=[N:30][C:26]=2[CH:27]=1. (5) Given the reactants F[C:2]1C=[CH:6][C:5]([CH:8]([O:15][C:16]2C=CC(CCC3C=CC(F)=CC=3)=C([CH:38]=2)C(N[C@@H](CCS(C)(=O)=O)C(OC(C)(C)C)=O)=O)CN2C=CN=C2)=[CH:4][CH:3]=1, predict the reaction product. The product is: [CH2:8]([O:15][CH2:16][CH3:38])[CH3:5].[CH3:2][CH2:3][CH2:4][CH:5]([CH3:8])[CH3:6].